This data is from Forward reaction prediction with 1.9M reactions from USPTO patents (1976-2016). The task is: Predict the product of the given reaction. The product is: [CH3:1][O:2][C:3]1[CH:4]=[CH:5][C:6]2[O:10][C:9]([C:16]3[CH:17]=[CH:18][C:19]([NH:26][CH3:25])=[N:20][CH:21]=3)=[CH:8][C:7]=2[CH:14]=1. Given the reactants [CH3:1][O:2][C:3]1[CH:4]=[CH:5][C:6]2[O:10][C:9](B(O)O)=[CH:8][C:7]=2[CH:14]=1.Br[C:16]1[CH:17]=[CH:18][C:19](CN)=[N:20][CH:21]=1.C[CH2:25][N:26](CC)CC, predict the reaction product.